The task is: Binary Classification. Given a T-cell receptor sequence (or CDR3 region) and an epitope sequence, predict whether binding occurs between them.. This data is from TCR-epitope binding with 47,182 pairs between 192 epitopes and 23,139 TCRs. (1) The epitope is PROT_97E67BCC. The TCR CDR3 sequence is CASSSRARGNQPQHF. Result: 1 (the TCR binds to the epitope). (2) The epitope is YVFCTVNAL. The TCR CDR3 sequence is CATRWSVQETQYF. Result: 0 (the TCR does not bind to the epitope).